Dataset: Forward reaction prediction with 1.9M reactions from USPTO patents (1976-2016). Task: Predict the product of the given reaction. (1) Given the reactants [CH2:1]([C:3]1[CH:4]=[C:5]([CH:9]=[CH:10][C:11]=1[C:12]([O:14][CH3:15])=[O:13])[C:6]([OH:8])=O)[CH3:2].Cl.[F:17][C:18]1[CH:19]=[C:20]([C@:29]2([NH2:39])[C:34]3=[N:35][CH:36]=[CH:37][CH:38]=[C:33]3[O:32][CH2:31][CH2:30]2)[CH:21]=[CH:22][C:23]=1[O:24][C:25]([F:28])([F:27])[F:26].CCN(C(C)C)C(C)C.CN(C(ON1N=NC2C=CC=NC1=2)=[N+](C)C)C.F[P-](F)(F)(F)(F)F, predict the reaction product. The product is: [CH2:1]([C:3]1[CH:4]=[C:5]([C:6](=[O:8])[NH:39][C@@:29]2([C:20]3[CH:21]=[CH:22][C:23]([O:24][C:25]([F:27])([F:28])[F:26])=[C:18]([F:17])[CH:19]=3)[C:34]3=[N:35][CH:36]=[CH:37][CH:38]=[C:33]3[O:32][CH2:31][CH2:30]2)[CH:9]=[CH:10][C:11]=1[C:12]([O:14][CH3:15])=[O:13])[CH3:2]. (2) Given the reactants [C:1]([OH:9])(=O)[C:2]1[CH:7]=[CH:6][N:5]=[CH:4][CH:3]=1.S(Cl)([Cl:12])=O, predict the reaction product. The product is: [C:1]([Cl:12])(=[O:9])[C:2]1[CH:7]=[CH:6][N:5]=[CH:4][CH:3]=1. (3) Given the reactants [C:1]([Cl:4])(=[O:3])[CH3:2].C(N(CC)CC)C.[CH2:12]([C:16]1[CH:17]=[C:18]2[C:23](=[C:24]([O:26][CH:27]3[CH2:32][CH2:31][N:30]([CH2:33][CH2:34][CH:35]4[CH2:40][CH2:39][NH:38][CH2:37][CH2:36]4)[CH2:29][CH2:28]3)[CH:25]=1)[N:22]=[CH:21][CH:20]=[CH:19]2)[CH2:13][CH2:14][CH3:15], predict the reaction product. The product is: [ClH:4].[C:1]([N:38]1[CH2:39][CH2:40][CH:35]([CH2:34][CH2:33][N:30]2[CH2:29][CH2:28][CH:27]([O:26][C:24]3[CH:25]=[C:16]([CH2:12][CH2:13][CH2:14][CH3:15])[CH:17]=[C:18]4[C:23]=3[N:22]=[CH:21][CH:20]=[CH:19]4)[CH2:32][CH2:31]2)[CH2:36][CH2:37]1)(=[O:3])[CH3:2]. (4) The product is: [CH2:1]1[CH2:5][N:4]([P+:6]([O:17][N:18]2[N:26]=[N:25][C:20]3[CH:21]=[CH:22][CH:23]=[CH:24][C:19]2=3)([N:7]2[CH2:11][CH2:10][CH2:9][CH2:8]2)[N:12]2[CH2:13][CH2:14][CH2:15][CH2:16]2)[CH2:3][CH2:2]1.[F:27][P-:28]([F:33])([F:32])([F:31])([F:30])[F:29].[CH:34]1[CH:35]=[CH:36][C:37]2[N:42]([OH:43])[N:41]=[N:40][C:38]=2[CH:39]=1. Given the reactants [CH2:1]1[CH2:5][N:4]([P+:6]([O:17][N:18]2[N:26]=[N:25][C:20]3[CH:21]=[CH:22][CH:23]=[CH:24][C:19]2=3)([N:12]2[CH2:16][CH2:15][CH2:14][CH2:13]2)[N:7]2[CH2:11][CH2:10][CH2:9][CH2:8]2)[CH2:3][CH2:2]1.[F:27][P-:28]([F:33])([F:32])([F:31])([F:30])[F:29].[CH:34]1[CH:35]=[CH:36][C:37]2[N:42]([OH:43])[N:41]=[N:40][C:38]=2[CH:39]=1.CCN(C(C)C)C(C)C, predict the reaction product.